This data is from Peptide-MHC class II binding affinity with 134,281 pairs from IEDB. The task is: Regression. Given a peptide amino acid sequence and an MHC pseudo amino acid sequence, predict their binding affinity value. This is MHC class II binding data. (1) The peptide sequence is FYLLGLSAIMQVFFG. The MHC is DRB1_0101 with pseudo-sequence DRB1_0101. The binding affinity (normalized) is 0.335. (2) The peptide sequence is GLIIGIFAAMLATLP. The MHC is HLA-DPA10301-DPB10402 with pseudo-sequence HLA-DPA10301-DPB10402. The binding affinity (normalized) is 0. (3) The peptide sequence is ANCLRKNGKKVIQLS. The MHC is DRB1_0401 with pseudo-sequence DRB1_0401. The binding affinity (normalized) is 0.268. (4) The peptide sequence is KIPTHRHIVGKPCPK. The binding affinity (normalized) is 0.0177. The MHC is H-2-IAb with pseudo-sequence H-2-IAb. (5) The peptide sequence is VIRDLAAMDGGGFYA. The MHC is DRB1_0301 with pseudo-sequence DRB1_0301. The binding affinity (normalized) is 0.529. (6) The peptide sequence is LENDNQLLYNYPGAL. The MHC is DRB1_0301 with pseudo-sequence DRB1_0301. The binding affinity (normalized) is 0.604. (7) The MHC is HLA-DQA10501-DQB10201 with pseudo-sequence YNYHQRXFATVLHSLYFGLSSFAIRKARVHLETT. The binding affinity (normalized) is 0.460. The peptide sequence is EYLNKIQNSLSTEWSPCSVT.